From a dataset of Forward reaction prediction with 1.9M reactions from USPTO patents (1976-2016). Predict the product of the given reaction. Given the reactants CN(C)[CH2:3][C:4]#[C:5][C:6]1[CH:7]=[C:8]([C@@H:12]2[C@@H:16]([C:17]3[CH:22]=[CH:21][CH:20]=[C:19]([F:23])[CH:18]=3)[O:15][C:14](=[O:24])[NH:13]2)[CH:9]=[N:10][CH:11]=1.Br[C:27]1[CH:28]=[C:29]([C@@H]2[C@@H]([C:28]3[CH:29]=[CH:30]C=[C:32](F)[CH:27]=3)OC(=O)N2)[CH:30]=N[CH:32]=1.C(C1CCCCC1)#C, predict the reaction product. The product is: [CH:3]1([C:4]#[C:5][C:6]2[CH:7]=[C:8]([C@@H:12]3[C@@H:16]([C:17]4[CH:22]=[CH:21][CH:20]=[C:19]([F:23])[CH:18]=4)[O:15][C:14](=[O:24])[NH:13]3)[CH:9]=[N:10][CH:11]=2)[CH2:30][CH2:29][CH2:28][CH2:27][CH2:32]1.